Dataset: Forward reaction prediction with 1.9M reactions from USPTO patents (1976-2016). Task: Predict the product of the given reaction. (1) Given the reactants [CH3:1][P:2]([CH2:5][CH2:6][NH:7][CH2:8][C:9]1[CH:37]=[CH:36][C:12]([C:13]([NH:15][C:16]2[CH:17]=[C:18]([C:30]3[CH:35]=[CH:34][CH:33]=[CH:32][CH:31]=3)[CH:19]=[CH:20][C:21]=2[NH:22]C(=O)OC(C)(C)C)=[O:14])=[CH:11][CH:10]=1)([CH3:4])=[O:3].CCN(C(C)C)C(C)C.Cl[C:48]([O:50][CH3:51])=[O:49], predict the reaction product. The product is: [NH2:22][C:21]1[CH:20]=[CH:19][C:18]([C:30]2[CH:31]=[CH:32][CH:33]=[CH:34][CH:35]=2)=[CH:17][C:16]=1[NH:15][C:13]([C:12]1[CH:11]=[CH:10][C:9]([CH2:8][N:7]([CH2:6][CH2:5][P:2]([CH3:1])([CH3:4])=[O:3])[C:48](=[O:49])[O:50][CH3:51])=[CH:37][CH:36]=1)=[O:14]. (2) The product is: [Cl:1][C:2]1[CH:3]=[C:4]2[C:9](=[CH:10][C:11]=1[N:12]1[CH2:17][C:16]3[C:18]([CH:26]4[CH2:27][CH2:28]4)=[N:19][C:20]([C:22]([OH:24])=[O:23])=[CH:21][C:15]=3[NH:14][C:13]1=[O:29])[O:8][CH:7]([C:30]1[C:35]([F:36])=[CH:34][CH:33]=[CH:32][N:31]=1)[CH2:6][CH2:5]2. Given the reactants [Cl:1][C:2]1[CH:3]=[C:4]2[C:9](=[CH:10][C:11]=1[N:12]1[CH2:17][C:16]3[C:18]([CH:26]4[CH2:28][CH2:27]4)=[N:19][C:20]([C:22]([O:24]C)=[O:23])=[CH:21][C:15]=3[NH:14][C:13]1=[O:29])[O:8][CH:7]([C:30]1[C:35]([F:36])=[CH:34][CH:33]=[CH:32][N:31]=1)[CH2:6][CH2:5]2.C(O)C.[OH-].[Na+].Cl, predict the reaction product. (3) Given the reactants [O:1]1[CH:6]=[CH:5][CH2:4][CH2:3][CH2:2]1.[CH3:7][O:8][C:9]([C:11]1[C:15]([N+:16]([O-:18])=[O:17])=[CH:14][NH:13][N:12]=1)=[O:10].CCOCC, predict the reaction product. The product is: [CH3:7][O:8][C:9]([C:11]1[C:15]([N+:16]([O-:18])=[O:17])=[CH:14][N:13]([CH:6]2[CH2:5][CH2:4][CH2:3][CH2:2][O:1]2)[N:12]=1)=[O:10]. (4) The product is: [CH3:1][N:2]([CH3:6])[CH2:3][CH2:4][O:5][C:14]1[C:23]2[CH2:22][CH2:21][CH2:20][C:19]3([CH2:27][CH2:26][CH2:25][CH2:24]3)[C:18]=2[N:17]=[C:16]([NH2:28])[N:15]=1. Given the reactants [CH3:1][N:2]([CH3:6])[CH2:3][CH2:4][OH:5].CC(C)([O-])C.[K+].Cl[C:14]1[C:23]2[CH2:22][CH2:21][CH2:20][C:19]3([CH2:27][CH2:26][CH2:25][CH2:24]3)[C:18]=2[N:17]=[C:16]([NH2:28])[N:15]=1, predict the reaction product. (5) Given the reactants [Br:1][C:2]1[S:6][C:5]([CH:7]=O)=[CH:4][C:3]=1[CH3:9].[CH2:10]([O:12][C:13](=[O:18])[CH2:14][N:15]=[N+]=[N-])[CH3:11], predict the reaction product. The product is: [CH2:10]([O:12][C:13]([C:14]1[NH:15][C:4]2[C:3]([CH3:9])=[C:2]([Br:1])[S:6][C:5]=2[CH:7]=1)=[O:18])[CH3:11]. (6) Given the reactants [NH2:1][C:2]1[CH:3]=[CH:4][C:5]([CH3:26])=[C:6]([CH:25]=1)[C:7]([NH:9][C:10]1[CH:11]=[C:12]2[N:18]=[C:17]([C:19]3[CH:24]=[CH:23][CH:22]=[CH:21][CH:20]=3)[NH:16][C:13]2=[N:14][CH:15]=1)=[O:8].[N:27]1[CH:32]=[CH:31][CH:30]=[CH:29][CH:28]=1, predict the reaction product. The product is: [CH3:26][C:5]1[CH:4]=[CH:3][C:2]([NH:1][C:7](=[O:8])/[CH:6]=[CH:5]/[C:30]2[CH:31]=[CH:32][N:27]=[CH:28][CH:29]=2)=[CH:25][C:6]=1[C:7]([NH:9][C:10]1[CH:11]=[C:12]2[N:18]=[C:17]([C:19]3[CH:24]=[CH:23][CH:22]=[CH:21][CH:20]=3)[NH:16][C:13]2=[N:14][CH:15]=1)=[O:8]. (7) Given the reactants [CH3:1][CH:2]([NH:4][C:5]([CH3:10])([CH:7]([CH3:9])[CH3:8])[CH3:6])[CH3:3].[ClH:11], predict the reaction product. The product is: [ClH:11].[CH3:1][CH:2]([NH:4][C:5]([CH3:10])([CH:7]([CH3:9])[CH3:8])[CH3:6])[CH3:3]. (8) Given the reactants [C:1](Cl)(=[O:9])[O:2][C:3]1[CH:8]=[CH:7][CH:6]=[CH:5][CH:4]=1.[F:11][C:12]([F:36])([F:35])[C:13]([N:15]([CH2:25][C:26]1([CH2:32][O:33][CH3:34])[CH2:31][CH2:30][NH:29][CH2:28][CH2:27]1)[C@@H:16]1[CH2:18][C@H:17]1[C:19]1[CH:24]=[CH:23][CH:22]=[CH:21][CH:20]=1)=[O:14].C(N(CC)CC)C, predict the reaction product. The product is: [CH3:34][O:33][CH2:32][C:26]1([CH2:25][N:15]([C@@H:16]2[CH2:18][C@H:17]2[C:19]2[CH:24]=[CH:23][CH:22]=[CH:21][CH:20]=2)[C:13](=[O:14])[C:12]([F:36])([F:11])[F:35])[CH2:27][CH2:28][N:29]([C:1]([O:2][C:3]2[CH:8]=[CH:7][CH:6]=[CH:5][CH:4]=2)=[O:9])[CH2:30][CH2:31]1.